From a dataset of Merck oncology drug combination screen with 23,052 pairs across 39 cell lines. Regression. Given two drug SMILES strings and cell line genomic features, predict the synergy score measuring deviation from expected non-interaction effect. (1) Drug 1: N.N.O=C(O)C1(C(=O)O)CCC1.[Pt]. Drug 2: C#Cc1cccc(Nc2ncnc3cc(OCCOC)c(OCCOC)cc23)c1. Cell line: SKMES1. Synergy scores: synergy=15.4. (2) Drug 1: CC1CC2C3CCC4=CC(=O)C=CC4(C)C3(F)C(O)CC2(C)C1(O)C(=O)CO. Drug 2: N#Cc1ccc(Cn2cncc2CN2CCN(c3cccc(Cl)c3)C(=O)C2)cc1. Cell line: SKMEL30. Synergy scores: synergy=27.6. (3) Drug 1: CCc1cnn2c(NCc3ccc[n+]([O-])c3)cc(N3CCCCC3CCO)nc12. Drug 2: Cn1cc(-c2cnn3c(N)c(Br)c(C4CCCNC4)nc23)cn1. Cell line: UWB1289BRCA1. Synergy scores: synergy=-35.9.